Dataset: Full USPTO retrosynthesis dataset with 1.9M reactions from patents (1976-2016). Task: Predict the reactants needed to synthesize the given product. (1) Given the product [C:19]([C:21]1[CH:26]=[CH:25][C:24]([CH:27]([C:43]2[C:44](=[O:50])[CH2:45][CH2:46][CH2:47][C:15]=2[O:16][CH3:18])[NH:28][C:29]([NH:31][C:32]2[CH:37]=[CH:36][C:35]([F:38])=[C:34]([C:39]([F:40])([F:42])[F:41])[CH:33]=2)=[O:30])=[CH:23][CH:22]=1)#[N:20], predict the reactants needed to synthesize it. The reactants are: C(N(CC)C(C)C)(C)C.F[B-](F)(F)F.[CH3:15][O+:16]([CH3:18])C.[C:19]([C:21]1[CH:26]=[CH:25][C:24]([CH:27]([C:43]2C(=O)[CH2:47][CH2:46][CH2:45][C:44]=2[OH:50])[NH:28][C:29]([NH:31][C:32]2[CH:37]=[CH:36][C:35]([F:38])=[C:34]([C:39]([F:42])([F:41])[F:40])[CH:33]=2)=[O:30])=[CH:23][CH:22]=1)#[N:20]. (2) Given the product [CH2:7]([O:6][P:4]([CH2:9][CH2:10][CH2:11][N:12]1[C:13]2[C:14](=[N:15][CH:16]=[C:17]([CH2:19][C:20]3[CH:25]=[CH:24][C:23]([F:26])=[CH:22][CH:21]=3)[CH:18]=2)[C:27]([OH:29])=[C:33]([C:34]([O:36][CH2:37][CH3:38])=[O:35])[C:32]1=[O:39])([O:3][CH2:1][CH3:2])=[O:5])[CH3:8], predict the reactants needed to synthesize it. The reactants are: [CH2:1]([O:3][P:4]([CH2:9][CH2:10][CH2:11][N:12]([C:32](=[O:39])[CH2:33][C:34]([O:36][CH2:37][CH3:38])=[O:35])[C:13]1[C:14]([C:27]([O:29]CC)=O)=[N:15][CH:16]=[C:17]([CH2:19][C:20]2[CH:25]=[CH:24][C:23]([F:26])=[CH:22][CH:21]=2)[CH:18]=1)([O:6][CH2:7][CH3:8])=[O:5])[CH3:2].CC[O-].[Na+].